This data is from TCR-epitope binding with 47,182 pairs between 192 epitopes and 23,139 TCRs. The task is: Binary Classification. Given a T-cell receptor sequence (or CDR3 region) and an epitope sequence, predict whether binding occurs between them. (1) The epitope is KAYNVTQAF. The TCR CDR3 sequence is CASSLGTGETREQYF. Result: 1 (the TCR binds to the epitope). (2) The epitope is KPLEFGATSAAL. The TCR CDR3 sequence is CASSRDGYEQYF. Result: 1 (the TCR binds to the epitope). (3) The epitope is LLWNGPMAV. The TCR CDR3 sequence is CASSQTSGTGNYEQYF. Result: 1 (the TCR binds to the epitope). (4) The epitope is YYRRATRRIR. The TCR CDR3 sequence is CASSESLRQGASYSNQPQHF. Result: 0 (the TCR does not bind to the epitope).